Dataset: Reaction yield outcomes from USPTO patents with 853,638 reactions. Task: Predict the reaction yield, written as a fraction of the theoretical maximum amount of product (1.0 means a 100% yield; for example, 0.34 means a 34% yield). (1) The reactants are [NH2:1][CH2:2][C:3]1[CH:12]=[CH:11][C:6]([C:7]([O:9][CH3:10])=[O:8])=[CH:5][CH:4]=1.[Cl:13][C:14]1[CH:22]=[CH:21][C:17]([C:18](Cl)=[O:19])=[CH:16][CH:15]=1. The yield is 0.600. The catalyst is C(Cl)Cl. The product is [Cl:13][C:14]1[CH:22]=[CH:21][C:17]([C:18]([NH:1][CH2:2][C:3]2[CH:4]=[CH:5][C:6]([C:7]([O:9][CH3:10])=[O:8])=[CH:11][CH:12]=2)=[O:19])=[CH:16][CH:15]=1. (2) The reactants are [CH:1]([C@@H:4]1[CH2:8][S:7][C:6](=[S:9])[N:5]1[C:10](=[O:12])[CH3:11])([CH3:3])[CH3:2].C(N(C(C)C)CC)(C)C.[CH:22](=[O:28])[CH2:23][CH2:24][CH2:25][CH:26]=[CH2:27]. The catalyst is ClCCl.[Ti](Cl)(Cl)(Cl)Cl. The product is [OH:28][C@H:22]([CH2:23][CH2:24][CH2:25][CH:26]=[CH2:27])[CH2:11][C:10]([N:5]1[C@H:4]([CH:1]([CH3:3])[CH3:2])[CH2:8][S:7][C:6]1=[S:9])=[O:12]. The yield is 0.740. (3) The reactants are [C:1]1([CH:7]2[C:15]3[O:14][C:13](=O)[NH:12][C:11](=[O:17])[C:10]=3[CH2:9][CH2:8]2)[CH:6]=[CH:5][CH:4]=[CH:3][CH:2]=1.O.[NH3:19]. No catalyst specified. The product is [C:1]1([CH:7]2[C:15]3[NH:19][C:13](=[O:14])[NH:12][C:11](=[O:17])[C:10]=3[CH2:9][CH2:8]2)[CH:6]=[CH:5][CH:4]=[CH:3][CH:2]=1. The yield is 1.00. (4) The yield is 0.450. The reactants are [O:1]1[CH2:6][CH2:5][CH:4]([O:7][CH2:8][CH2:9][O:10][C:11]2[CH:16]=[CH:15][C:14](C3C4C(=CC(C(OCC[Si](C)(C)C)=O)=CC=4)C=CN=3)=[CH:13][CH:12]=2)[CH2:3][CH2:2]1.[F-].C([N+:41]([CH2:50][CH2:51][CH2:52][CH3:53])([CH2:46][CH2:47][CH2:48][CH3:49])CCCC)CCC.[Cl-].[NH4+].Cl.[CH2:57]([N:59]=C=NCCCN(C)C)[CH3:58].O.[OH:69]N1C2C=CC=CC=2N=N1.C(N(CC)CC)C. The catalyst is CN(C)C=O.O.O1CCCC1. The product is [O:1]1[CH2:2][CH2:3][CH:4]([O:7][CH2:8][CH2:9][O:10][C:11]2[CH:16]=[CH:15][C:14]([C:51]3[C:52]4[C:47](=[CH:48][CH:49]=[C:58]([C:57]([NH2:59])=[O:69])[CH:53]=4)[CH:46]=[N:41][CH:50]=3)=[CH:13][CH:12]=2)[CH2:5][CH2:6]1.